This data is from Catalyst prediction with 721,799 reactions and 888 catalyst types from USPTO. The task is: Predict which catalyst facilitates the given reaction. (1) Reactant: S(O)(O)(=O)=O.[CH3:6][O:7][C:8](=[NH:10])[NH2:9].[CH2:11]([O:18]/[C:19](=[C:24](/O)\[C:25]([O:27][C:28]([CH3:31])([CH3:30])[CH3:29])=[O:26])/[C:20](OC)=[O:21])[C:12]1[CH:17]=[CH:16][CH:15]=[CH:14][CH:13]=1.C[O-].[Na+].Cl. Product: [CH2:11]([O:18][C:19]1[C:20](=[O:21])[NH:9][C:8]([O:7][CH3:6])=[N:10][C:24]=1[C:25]([O:27][C:28]([CH3:31])([CH3:30])[CH3:29])=[O:26])[C:12]1[CH:17]=[CH:16][CH:15]=[CH:14][CH:13]=1. The catalyst class is: 5. (2) Reactant: O=C1O[C@H]([C@H](CO)O)C([O-])=C1O.[Na+].[CH2:14]([N:17]([CH2:22][C:23]#[CH:24])[CH2:18][CH2:19][CH2:20][OH:21])[C:15]#[CH:16].[N:25]([CH2:28][CH2:29][CH2:30][CH2:31][C:32]([O:34][CH2:35][CH3:36])=[O:33])=[N+:26]=[N-:27]. Product: [OH:21][CH2:20][CH2:19][CH2:18][N:17]([CH2:22][C:23]1[N:27]=[N:26][N:25]([CH2:28][CH2:29][CH2:30][CH2:31][C:32]([O:34][CH2:35][CH3:36])=[O:33])[CH:24]=1)[CH2:14][C:15]#[CH:16]. The catalyst class is: 878. (3) Reactant: C[O:2][C:3]([C@@:5]1([CH3:9])[CH2:8][CH2:7][NH:6]1)=[O:4].[OH-].[Na+].[Br:12][C:13]1[CH:21]=[CH:20][C:16]([C:17](Cl)=[O:18])=[CH:15][CH:14]=1.C(O)(=O)C. Product: [Br:12][C:13]1[CH:21]=[CH:20][C:16]([C:17]([N:6]2[CH2:7][CH2:8][C@:5]2([CH3:9])[C:3]([OH:2])=[O:4])=[O:18])=[CH:15][CH:14]=1. The catalyst class is: 6. (4) Reactant: [NH:1]1[C:9]2[C:4](=[CH:5][CH:6]=[CH:7][C:8]=2[NH:10][S:11]([CH3:14])(=[O:13])=[O:12])[CH:3]=[CH:2]1.[C:15](=O)([O-])[O-].[K+].[K+].IC. Product: [NH:1]1[C:9]2[C:4](=[CH:5][CH:6]=[CH:7][C:8]=2[N:10]([CH3:15])[S:11]([CH3:14])(=[O:12])=[O:13])[CH:3]=[CH:2]1. The catalyst class is: 9. (5) Reactant: [CH3:1][O:2][C:3]1[CH:15]=[CH:14][C:6]([CH2:7][O:8][C@H:9]2[CH2:13][CH2:12][NH:11][CH2:10]2)=[CH:5][CH:4]=1.[S:16](N)([NH2:19])(=[O:18])=[O:17]. Product: [CH3:1][O:2][C:3]1[CH:4]=[CH:5][C:6]([CH2:7][O:8][C@H:9]2[CH2:13][CH2:12][N:11]([S:16]([NH2:19])(=[O:18])=[O:17])[CH2:10]2)=[CH:14][CH:15]=1. The catalyst class is: 216. (6) Reactant: [O:1]=[C:2]1[NH:11][C:10]2[C:5](=[CH:6][CH:7]=[CH:8][CH:9]=2)[NH:4][C@@H:3]1[CH2:12][C:13]([O:15][CH3:16])=[O:14].N1(C2C=CN=CC=2)CCCC1.[F:28][C:29]1[CH:30]=[C:31]([CH:35]=[CH:36][C:37]=1[F:38])[C:32](Cl)=[O:33].Cl. Product: [F:28][C:29]1[CH:30]=[C:31]([CH:35]=[CH:36][C:37]=1[F:38])[C:32]([N:4]1[C:5]2[C:10](=[CH:9][CH:8]=[CH:7][CH:6]=2)[NH:11][C:2](=[O:1])[C@H:3]1[CH2:12][C:13]([O:15][CH3:16])=[O:14])=[O:33]. The catalyst class is: 1.